Dataset: Full USPTO retrosynthesis dataset with 1.9M reactions from patents (1976-2016). Task: Predict the reactants needed to synthesize the given product. (1) Given the product [CH3:35][O:34][CH2:33][CH2:32][O:31][C:29](=[O:30])[NH:12][C:10]1[S:11][C:7]2[C:6]([N:13]3[CH2:18][CH2:17][O:16][CH2:15][CH2:14]3)=[CH:5][CH:4]=[C:3]([O:2][CH3:1])[C:8]=2[N:9]=1, predict the reactants needed to synthesize it. The reactants are: [CH3:1][O:2][C:3]1[C:8]2[N:9]=[C:10]([NH2:12])[S:11][C:7]=2[C:6]([N:13]2[CH2:18][CH2:17][O:16][CH2:15][CH2:14]2)=[CH:5][CH:4]=1.C(N(C(C)C)C(C)C)C.Cl[C:29]([O:31][CH2:32][CH2:33][O:34][CH3:35])=[O:30].O. (2) The reactants are: [CH3:1][C:2]1[CH:7]=[CH:6][C:5]([C:8]2[CH:13]=[CH:12][C:11]([C:14](=O)[CH2:15][CH2:16][C:17]([OH:19])=[O:18])=[CH:10][CH:9]=2)=[CH:4][CH:3]=1.Cl.[NH2:22][OH:23].C(=O)([O-])[O-].[Na+].[Na+]. Given the product [OH:23][N:22]=[C:14]([C:11]1[CH:12]=[CH:13][C:8]([C:5]2[CH:6]=[CH:7][C:2]([CH3:1])=[CH:3][CH:4]=2)=[CH:9][CH:10]=1)[CH2:15][CH2:16][C:17]([OH:19])=[O:18], predict the reactants needed to synthesize it. (3) Given the product [OH:1][CH2:2][CH2:3][CH2:4][CH2:5][O:6][C:7]1[N:16]=[C:15]2[C:10]([CH2:11][CH2:12][C:13](=[O:17])[NH:14]2)=[CH:9][CH:8]=1, predict the reactants needed to synthesize it. The reactants are: [OH:1][CH2:2][CH2:3][CH2:4][CH2:5][O:6][C:7]1[N:16]=[C:15]2[C:10]([CH:11]=[CH:12][C:13](=[O:17])[NH:14]2)=[CH:9][CH:8]=1.Cl. (4) Given the product [CH3:25][O:24][CH2:23][CH2:22][O:21][C:17]1[CH:18]=[C:19]2[C:14](=[C:15]([N:26]([CH3:36])[S:27]([C:30]3[CH:35]=[CH:34][CH:33]=[CH:32][N:31]=3)(=[O:29])=[O:28])[CH:16]=1)[NH:13][C:12]([C:9]1[S:10][CH2:11][C@@H:7]([CH2:6][N:37]3[CH2:42][CH2:41][O:40][CH2:39][CH2:38]3)[N:8]=1)=[CH:20]2, predict the reactants needed to synthesize it. The reactants are: CS(O[CH2:6][C@@H:7]1[CH2:11][S:10][C:9]([C:12]2[NH:13][C:14]3[C:19]([CH:20]=2)=[CH:18][C:17]([O:21][CH2:22][CH2:23][O:24][CH3:25])=[CH:16][C:15]=3[N:26]([CH3:36])[S:27]([C:30]2[CH:35]=[CH:34][CH:33]=[CH:32][N:31]=2)(=[O:29])=[O:28])=[N:8]1)(=O)=O.[NH:37]1[CH2:42][CH2:41][O:40][CH2:39][CH2:38]1.C(=O)([O-])[O-].[K+].[K+].